Predict the reaction yield, written as a fraction of the theoretical maximum amount of product (1.0 means a 100% yield; for example, 0.34 means a 34% yield). From a dataset of Reaction yield outcomes from USPTO patents with 853,638 reactions. (1) The reactants are [NH2:1][C:2]1[N:7]=[C:6](Br)[CH:5]=[CH:4][C:3]=1[N+:9]([O-])=O.[F:12][C:13]1[CH:18]=[CH:17][CH:16]=[CH:15][C:14]=1B(O)O.C(=O)([O-])[O-].[Na+].[Na+]. The catalyst is C(COC)OC. The product is [NH2:1][C:2]1[C:3]([NH2:9])=[CH:4][CH:5]=[C:6]([C:14]2[CH:15]=[CH:16][CH:17]=[CH:18][C:13]=2[F:12])[N:7]=1. The yield is 1.00. (2) The product is [Cl:11][C:8]1[CH:9]=[CH:10][C:5]2[N:6]([C:2]([C:17]3[CH:16]=[CH:15][CH:14]=[C:13]([Cl:12])[CH:18]=3)=[CH:3][N:4]=2)[N:7]=1. The catalyst is O1CCOCC1.O.C1C=CC([P]([Pd]([P](C2C=CC=CC=2)(C2C=CC=CC=2)C2C=CC=CC=2)([P](C2C=CC=CC=2)(C2C=CC=CC=2)C2C=CC=CC=2)[P](C2C=CC=CC=2)(C2C=CC=CC=2)C2C=CC=CC=2)(C2C=CC=CC=2)C2C=CC=CC=2)=CC=1. The yield is 0.530. The reactants are Br[C:2]1[N:6]2[N:7]=[C:8]([Cl:11])[CH:9]=[CH:10][C:5]2=[N:4][CH:3]=1.[Cl:12][C:13]1[CH:14]=[C:15](B(O)O)[CH:16]=[CH:17][CH:18]=1.C([O-])([O-])=O.[K+].[K+]. (3) The reactants are Cl.N[C:3]1[CH:8]=[C:7]([F:9])[C:6]([N:10]2[CH2:15][CH2:14][O:13][CH2:12][CH2:11]2)=[CH:5][C:4]=1[N:16]1[CH2:20][C@H:19]([CH2:21][NH:22][C:23](=[O:25])[CH3:24])[O:18][C:17]1=[O:26].N([O-])=O.[Na+].[P]. The catalyst is O.ClCCl. The product is [F:9][C:7]1[CH:8]=[CH:3][C:4]([N:16]2[CH2:20][C@H:19]([CH2:21][NH:22][C:23](=[O:25])[CH3:24])[O:18][C:17]2=[O:26])=[CH:5][C:6]=1[N:10]1[CH2:11][CH2:12][O:13][CH2:14][CH2:15]1. The yield is 0.130. (4) The catalyst is C(OCC)(=O)C.C1(C)C=CC=CC=1. The yield is 0.810. The reactants are [C:1]([C:5]1[CH:10]=[CH:9][C:8](Br)=[CH:7][CH:6]=1)([CH3:4])([CH3:3])[CH3:2].[C:12]1([OH:18])[CH:17]=[CH:16][CH:15]=[CH:14][CH:13]=1.C([O-])([O-])=O.[Cs+].[Cs+].C1(C(O)=O)C2C(=CC=CC=2)C=CC=1. The product is [O:18]([C:8]1[CH:9]=[CH:10][C:5]([C:1]([CH3:4])([CH3:3])[CH3:2])=[CH:6][CH:7]=1)[C:12]1[CH:17]=[CH:16][CH:15]=[CH:14][CH:13]=1. (5) The reactants are [C:1]([O:5][C:6]([N:8]1[CH:16]2[CH:11]([CH2:12][CH2:13][CH2:14][CH2:15]2)[CH2:10][C@H:9]1[C:17]([OH:19])=O)=[O:7])([CH3:4])([CH3:3])[CH3:2].Cl.[CH3:21][O:22][C:23](=[O:30])[CH2:24][CH2:25][C:26]([CH2:28][NH2:29])=[O:27].C1C=CC2N(O)N=NC=2C=1.C(Cl)CCl.C(N(CC)CC)C. The catalyst is C(Cl)Cl.O. The product is [CH3:21][O:22][C:23](=[O:30])[CH2:24][CH2:25][C:26]([CH2:28][NH:29][C:17]([C@@H:9]1[CH2:10][CH:11]2[CH:16]([CH2:15][CH2:14][CH2:13][CH2:12]2)[N:8]1[C:6]([O:5][C:1]([CH3:2])([CH3:4])[CH3:3])=[O:7])=[O:19])=[O:27]. The yield is 1.00.